From a dataset of Forward reaction prediction with 1.9M reactions from USPTO patents (1976-2016). Predict the product of the given reaction. (1) The product is: [Br:1][C:2]1[CH:3]=[C:4]2[C:9](=[CH:10][CH:11]=1)[O:8][CH2:7][CH:6]=[CH:5]2. Given the reactants [Br:1][C:2]1[CH:3]=[C:4]2[C:9](=[CH:10][CH:11]=1)[O:8][CH2:7][CH2:6][CH:5]2O.CC1C=CC(S(O)(=O)=O)=CC=1, predict the reaction product. (2) Given the reactants Br[CH2:2][CH2:3][C:4]1[CH:9]=[CH:8][C:7]([Cl:10])=[CH:6][CH:5]=1.Cl.[Cl:12][C:13]1[CH:14]=[C:15]([NH:19]N)[CH:16]=[CH:17][CH:18]=1.[CH3:21][N:22]1[CH2:27][CH2:26][C:25](=O)[CH2:24][CH2:23]1, predict the reaction product. The product is: [Cl:10][C:7]1[CH:8]=[CH:9][C:4]([CH2:3][CH2:2][N:19]2[C:15]3[CH:14]=[C:13]([Cl:12])[CH:18]=[CH:17][C:16]=3[C:24]3[CH2:23][N:22]([CH3:21])[CH2:27][CH2:26][C:25]2=3)=[CH:5][CH:6]=1. (3) The product is: [C:20]1([N:23]([C:32]2[CH:37]=[CH:36][C:35]([NH:38][C:39]3[CH:44]=[CH:43][N:42]=[C:41]4[NH:45][CH:46]=[CH:47][C:40]=34)=[CH:34][CH:33]=2)[C:24]([C:26]2([C:29]([NH2:31])=[O:30])[CH2:28][CH2:27]2)=[O:25])[CH:19]=[CH:18][CH:17]=[CH:22][CH:21]=1. Given the reactants NC1C=CC=CC=1.FC1C=CC(N)=CC=1.F[C:17]1[CH:22]=[CH:21][C:20]([N:23]([C:32]2[CH:37]=[CH:36][C:35]([NH:38][C:39]3[CH:44]=[CH:43][N:42]=[C:41]4[NH:45][CH:46]=[CH:47][C:40]=34)=[CH:34][CH:33]=2)[C:24]([C:26]2([C:29]([NH2:31])=[O:30])[CH2:28][CH2:27]2)=[O:25])=[CH:19][CH:18]=1, predict the reaction product. (4) Given the reactants [C:1](Cl)([C:14]1[CH:19]=[CH:18][CH:17]=[CH:16][CH:15]=1)([C:8]1[CH:13]=[CH:12][CH:11]=[CH:10][CH:9]=1)[C:2]1[CH:7]=[CH:6][CH:5]=[CH:4][CH:3]=1.[OH:21][CH2:22][C:23]1[CH2:28][C:27](=[O:29])[C:26]([O:30][CH3:31])=[CH:25][N:24]=1, predict the reaction product. The product is: [CH3:31][O:30][C:26]1[C:27](=[O:29])[CH2:28][C:23]([CH2:22][O:21][C:1]([C:14]2[CH:19]=[CH:18][CH:17]=[CH:16][CH:15]=2)([C:8]2[CH:13]=[CH:12][CH:11]=[CH:10][CH:9]=2)[C:2]2[CH:7]=[CH:6][CH:5]=[CH:4][CH:3]=2)=[N:24][CH:25]=1. (5) Given the reactants [CH:1]1[CH:2]=[CH:3][C:4]2N(O)N=N[C:5]=2[CH:6]=1.[NH3:11].CN(C(ON1N=N[C:22]2[CH:23]=C[CH:25]=[CH:26][C:21]1=2)=[N+](C)C)C.[B-](F)(F)(F)F.CC[N:36]([CH:40]([CH3:42])C)[CH:37]([CH3:39])C.C[N:44]([CH:46]=[O:47])C, predict the reaction product. The product is: [CH:5]1([C:23]2[NH:11][C:26]([C:25]3[CH:39]=[CH:37][N:36]=[CH:40][CH:42]=3)=[CH:21][C:22]=2[C:46]([NH2:44])=[O:47])[CH2:4][CH2:3][CH2:2][CH2:1][CH2:6]1. (6) Given the reactants I[C:2]1[CH:18]=[CH:17][C:5]2[N:6]([CH2:10][CH2:11][N:12]3[CH2:16][CH2:15][CH2:14][CH2:13]3)[C:7](=[O:9])[NH:8][C:4]=2[CH:3]=1.[Cl:19][C:20]1[CH:25]=[CH:24][C:23]([C:26]2[CH:27]=[CH:28][C:29]([C:32]#[CH:33])=[N:30][CH:31]=2)=[CH:22][CH:21]=1, predict the reaction product. The product is: [Cl:19][C:20]1[CH:21]=[CH:22][C:23]([C:26]2[CH:27]=[CH:28][C:29]([C:32]#[C:33][C:2]3[CH:18]=[CH:17][C:5]4[N:6]([CH2:10][CH2:11][N:12]5[CH2:16][CH2:15][CH2:14][CH2:13]5)[C:7](=[O:9])[NH:8][C:4]=4[CH:3]=3)=[N:30][CH:31]=2)=[CH:24][CH:25]=1.